Dataset: Forward reaction prediction with 1.9M reactions from USPTO patents (1976-2016). Task: Predict the product of the given reaction. (1) Given the reactants [CH2:1]([N:8]([CH2:29][CH:30]1[CH2:35][CH2:34][CH:33]([CH2:36][O:37][Si](C(C)(C)C)(C)C)[CH2:32][CH2:31]1)[S:9]([NH:12][C:13](=[O:28])[C:14]1[CH:19]=[C:18]([C:20]([F:23])([F:22])[F:21])[CH:17]=[C:16]([C:24]([F:27])([F:26])[F:25])[CH:15]=1)(=[O:11])=[O:10])[C:2]1[CH:7]=[CH:6][CH:5]=[CH:4][CH:3]=1, predict the reaction product. The product is: [CH2:1]([N:8]([CH2:29][CH:30]1[CH2:31][CH2:32][CH:33]([CH2:36][OH:37])[CH2:34][CH2:35]1)[S:9]([NH:12][C:13](=[O:28])[C:14]1[CH:19]=[C:18]([C:20]([F:21])([F:22])[F:23])[CH:17]=[C:16]([C:24]([F:25])([F:26])[F:27])[CH:15]=1)(=[O:11])=[O:10])[C:2]1[CH:3]=[CH:4][CH:5]=[CH:6][CH:7]=1. (2) Given the reactants [CH2:1]([N:8]1[C:20]2[CH:19]=[C:18]([C:21]3[C:22]([CH3:27])=[N:23][O:24][C:25]=3[CH3:26])[CH:17]=[C:16]([C:28]#[N:29])[C:15]=2[C:14]2[C:9]1=[CH:10][C:11]([C:30]([N:32]1[CH2:37][CH2:36][O:35][CH2:34][CH2:33]1)=[O:31])=[CH:12][CH:13]=2)[C:2]1[CH:7]=[CH:6][CH:5]=[CH:4][CH:3]=1.C([O-])([O-])=[O:39].[K+].[K+].OO, predict the reaction product. The product is: [CH2:1]([N:8]1[C:20]2[CH:19]=[C:18]([C:21]3[C:22]([CH3:27])=[N:23][O:24][C:25]=3[CH3:26])[CH:17]=[C:16]([C:28]([NH2:29])=[O:39])[C:15]=2[C:14]2[C:9]1=[CH:10][C:11]([C:30]([N:32]1[CH2:37][CH2:36][O:35][CH2:34][CH2:33]1)=[O:31])=[CH:12][CH:13]=2)[C:2]1[CH:3]=[CH:4][CH:5]=[CH:6][CH:7]=1. (3) The product is: [Br:1][C:2]1[CH:7]=[CH:6][CH:5]=[CH:4][C:3]=1[CH:8]1[CH2:12][CH2:11][CH2:10][N:9]1[C:13]([O:15][C:16]([CH3:19])([CH3:18])[CH3:17])=[O:14]. Given the reactants [Br:1][C:2]1[CH:7]=[CH:6][CH:5]=[CH:4][C:3]=1[CH:8]1[CH2:12][CH2:11][CH2:10][NH:9]1.[C:13](O[C:13]([O:15][C:16]([CH3:19])([CH3:18])[CH3:17])=[O:14])([O:15][C:16]([CH3:19])([CH3:18])[CH3:17])=[O:14], predict the reaction product. (4) Given the reactants [CH3:1][N:2]([CH:11](O)[CH3:12])[CH2:3][CH:4]=[CH:5][CH2:6][CH2:7][CH2:8][CH:9]=[CH2:10].[C:14]([O:19]C)(=[O:18])[C:15]([CH3:17])=[CH2:16], predict the reaction product. The product is: [CH2:3]([N:2]([CH3:1])[CH2:11][CH2:12][O:19][C:14](=[O:18])[C:15]([CH3:17])=[CH2:16])/[CH:4]=[CH:5]/[CH2:6][CH2:7][CH2:8][CH:9]=[CH2:10]. (5) Given the reactants [Cl:1][C:2]1[C:3]([OH:37])=[C:4]([S:9]([N:12]([CH2:29][C:30]2[CH:35]=[CH:34][C:33]([F:36])=[CH:32][CH:31]=2)[CH2:13][C:14]2[CH:15]=[C:16]([C:20]3[CH:25]=[CH:24][C:23]([N+:26]([O-])=O)=[CH:22][CH:21]=3)[CH:17]=[CH:18][CH:19]=2)(=[O:11])=[O:10])[CH:5]=[C:6]([Cl:8])[CH:7]=1, predict the reaction product. The product is: [NH2:26][C:23]1[CH:22]=[CH:21][C:20]([C:16]2[CH:17]=[CH:18][CH:19]=[C:14]([CH2:13][N:12]([CH2:29][C:30]3[CH:31]=[CH:32][C:33]([F:36])=[CH:34][CH:35]=3)[S:9]([C:4]3[CH:5]=[C:6]([Cl:8])[CH:7]=[C:2]([Cl:1])[C:3]=3[OH:37])(=[O:11])=[O:10])[CH:15]=2)=[CH:25][CH:24]=1.